Predict the product of the given reaction. From a dataset of Forward reaction prediction with 1.9M reactions from USPTO patents (1976-2016). (1) Given the reactants [CH:1]1([C:7]([O-:9])=[O:8])[CH2:6][CH2:5][CH2:4][CH2:3][CH2:2]1.[OH-].[Li+].Cl, predict the reaction product. The product is: [CH:1]1([C:7]([OH:9])=[O:8])[CH2:6][CH2:5][CH2:4][CH2:3][CH2:2]1. (2) The product is: [CH2:3]([C:5]1[N:9]([S:12]([N:11]([CH3:16])[CH3:10])(=[O:14])=[O:13])[CH:8]=[N:7][N:6]=1)[CH3:4]. Given the reactants [H-].[Na+].[CH2:3]([C:5]1[NH:9][CH:8]=[N:7][N:6]=1)[CH3:4].[CH3:10][N:11]([CH3:16])[S:12](Cl)(=[O:14])=[O:13].[NH4+].[Cl-], predict the reaction product. (3) The product is: [C:33]([C:37]1[O:41][N:40]=[C:39]([NH:42][C:43]([CH:45]2[CH2:50][CH2:49][CH2:48][N:47]([C:7]([CH:4]3[CH2:3][CH2:2][O:1][CH2:6][CH2:5]3)=[O:9])[CH2:46]2)=[O:44])[CH:38]=1)([CH3:36])([CH3:34])[CH3:35]. Given the reactants [O:1]1[CH2:6][CH2:5][CH:4]([C:7]([OH:9])=O)[CH2:3][CH2:2]1.O.ON1C2C=CC=CC=2N=N1.Cl.CN(C)CCCN=C=NCC.[C:33]([C:37]1[O:41][N:40]=[C:39]([NH:42][C:43]([CH:45]2[CH2:50][CH2:49][CH2:48][NH:47][CH2:46]2)=[O:44])[CH:38]=1)([CH3:36])([CH3:35])[CH3:34].Cl.C(N(CC)CC)C, predict the reaction product. (4) Given the reactants [F:1][CH2:2][CH2:3][NH2:4].N1C=CC=CC=1.Cl[C:12]([O:14][C:15]1[CH:20]=[CH:19][CH:18]=[CH:17][CH:16]=1)=[O:13].O, predict the reaction product. The product is: [F:1][CH2:2][CH2:3][NH:4][C:12](=[O:13])[O:14][C:15]1[CH:20]=[CH:19][CH:18]=[CH:17][CH:16]=1. (5) Given the reactants [NH2:1][C:2]1[N:7]=[C:6](Cl)[CH:5]=[C:4]([Cl:9])[N:3]=1.[C:10]([O-])(O)=O.[Na+].[CH2:15]1[CH2:19][O:18][CH2:17][CH2:16]1, predict the reaction product. The product is: [Cl:9][C:4]1[CH:5]=[C:6]([C:17]2[O:18][C:19]([CH3:10])=[CH:15][CH:16]=2)[N:7]=[C:2]([NH2:1])[N:3]=1. (6) Given the reactants [CH3:1][S:2]([NH2:5])(=[O:4])=[O:3].C[Al](C)C.[C:10]([O:14][C:15](=[O:36])[NH:16][C:17]([CH3:35])([CH3:34])[CH2:18][C:19]1[C:27]2[C:22](=[C:23]([C:28]([O:30][CH2:31]OC)=[O:29])[CH:24]=[CH:25][CH:26]=2)[NH:21][CH:20]=1)([CH3:13])([CH3:12])[CH3:11], predict the reaction product. The product is: [C:10]([O:14][C:15](=[O:36])[NH:16][C:17]([CH3:35])([CH3:34])[CH2:18][C:19]1[C:27]2[C:22](=[C:23]([C:28]([O:30][CH2:31][NH:5][S:2]([CH3:1])(=[O:4])=[O:3])=[O:29])[CH:24]=[CH:25][CH:26]=2)[NH:21][CH:20]=1)([CH3:12])([CH3:13])[CH3:11].